From a dataset of Catalyst prediction with 721,799 reactions and 888 catalyst types from USPTO. Predict which catalyst facilitates the given reaction. (1) Reactant: [OH:1][B:2]1[C:6]2[CH:7]=[C:8]([NH:11][S:12]([C:15]3[N:20]=[CH:19][C:18]([NH:21]C(=O)OC)=[CH:17][C:16]=3[CH2:26][NH:27][C:28]([NH2:30])=[O:29])(=[O:14])=[O:13])[CH:9]=[CH:10][C:5]=2[CH2:4][O:3]1.[OH-].[K+].Cl. Product: [NH2:21][C:18]1[CH:17]=[C:16]([CH2:26][NH:27][C:28]([NH2:30])=[O:29])[C:15]([S:12]([NH:11][C:8]2[CH:9]=[CH:10][C:5]3[CH2:4][O:3][B:2]([OH:1])[C:6]=3[CH:7]=2)(=[O:13])=[O:14])=[N:20][CH:19]=1. The catalyst class is: 40. (2) Reactant: C(OC([N:8]1[CH2:13][CH2:12][N:11]([C:14]2[CH:19]=[CH:18][C:17]([C:20]3[N:24]4[N:25]=[C:26]([C:29]5[CH:34]=[CH:33][C:32]([O:35][CH3:36])=[C:31]([O:37][CH3:38])[CH:30]=5)[CH:27]=[CH:28][C:23]4=[N:22][C:21]=3[CH3:39])=[CH:16][N:15]=2)[CH2:10][CH2:9]1)=O)(C)(C)C.C([O-])(O)=O.[Na+]. Product: [CH3:38][O:37][C:31]1[CH:30]=[C:29]([C:26]2[CH:27]=[CH:28][C:23]3[N:24]([C:20]([C:17]4[CH:16]=[N:15][C:14]([N:11]5[CH2:10][CH2:9][NH:8][CH2:13][CH2:12]5)=[CH:19][CH:18]=4)=[C:21]([CH3:39])[N:22]=3)[N:25]=2)[CH:34]=[CH:33][C:32]=1[O:35][CH3:36]. The catalyst class is: 157. (3) Product: [Si:1]([O:8][C@H:9]1[CH2:14][CH2:13][C@H:12]2[C@H:15]3[C@H:25]([CH2:26][CH2:27][C@:10]12[CH3:11])[C@:23]1([CH3:24])[C@H:18]([CH2:19][C:20](=[O:28])[CH2:21][CH2:22]1)[CH2:17][C@H:16]3[CH2:29][CH2:30][CH2:31][C:32]1[CH:33]=[C:34]([OH:39])[CH:35]=[C:36]([O:38][CH2:40][C:41]2[CH:46]=[CH:45][CH:44]=[CH:43][CH:42]=2)[CH:37]=1)([C:4]([CH3:5])([CH3:6])[CH3:7])([CH3:3])[CH3:2]. Reactant: [Si:1]([O:8][C@H:9]1[CH2:14][CH2:13][C@H:12]2[C@H:15]3[C@H:25]([CH2:26][CH2:27][C@:10]12[CH3:11])[C@:23]1([CH3:24])[C@H:18]([CH2:19][C:20](=[O:28])[CH2:21][CH2:22]1)[CH2:17][C@H:16]3[CH2:29][CH2:30][CH2:31][C:32]1[CH:37]=[C:36]([OH:38])[CH:35]=[C:34]([OH:39])[CH:33]=1)([C:4]([CH3:7])([CH3:6])[CH3:5])([CH3:3])[CH3:2].[CH2:40](Br)[C:41]1[CH:46]=[CH:45][CH:44]=[CH:43][CH:42]=1.C(=O)([O-])[O-].[K+].[K+].[Cl-].[NH4+]. The catalyst class is: 3. (4) Reactant: [Cl:1][C:2]1[N:7]=[C:6]2[NH:8][N:9]=[CH:10][C:5]2=[C:4]([N:11]2[CH2:16][CH2:15][O:14][CH2:13][CH2:12]2)[N:3]=1.C(=O)([O-])[O-].[K+].[K+].[F:23][C:24]([F:28])([F:27])[CH2:25]I. Product: [Cl:1][C:2]1[N:7]=[C:6]2[N:8]([CH2:25][C:24]([F:28])([F:27])[F:23])[N:9]=[CH:10][C:5]2=[C:4]([N:11]2[CH2:12][CH2:13][O:14][CH2:15][CH2:16]2)[N:3]=1. The catalyst class is: 9. (5) Reactant: [Cl:1][C:2]1[CH:7]=[CH:6][C:5]([OH:8])=[CH:4][C:3]=1[C:9]([F:12])([F:11])[F:10].F[C:14]1[CH:23]=[CH:22][C:17]([C:18]([O:20][CH3:21])=[O:19])=[CH:16][CH:15]=1.C(=O)([O-])[O-].[K+].[K+].O. Product: [Cl:1][C:2]1[CH:7]=[CH:6][C:5]([O:8][C:14]2[CH:23]=[CH:22][C:17]([C:18]([O:20][CH3:21])=[O:19])=[CH:16][CH:15]=2)=[CH:4][C:3]=1[C:9]([F:10])([F:11])[F:12]. The catalyst class is: 16. (6) Reactant: Br[C:2]1[CH:7]=[CH:6][C:5]([C:8]2[N:9]=[CH:10][C:11]([NH2:14])=[N:12][CH:13]=2)=[CH:4][CH:3]=1.[CH3:15][S:16]([C:19]1[CH:24]=[CH:23][CH:22]=[CH:21][C:20]=1B(O)O)(=[O:18])=[O:17].C([O-])([O-])=O.[K+].[K+].C(Cl)Cl. Product: [CH3:15][S:16]([C:19]1[CH:24]=[CH:23][CH:22]=[CH:21][C:20]=1[C:2]1[CH:7]=[CH:6][C:5]([C:8]2[N:9]=[CH:10][C:11]([NH2:14])=[N:12][CH:13]=2)=[CH:4][CH:3]=1)(=[O:18])=[O:17]. The catalyst class is: 140. (7) Reactant: [NH:1]=[C:2](OC)[C:3]1[CH:4]=[CH:5][C:6]2[O:10][C:9]3[CH:11]=[C:12]([S:15]([NH:18][C@@H:19]([CH:24]([CH3:26])[CH3:25])[C:20]([O:22][CH3:23])=[O:21])(=[O:17])=[O:16])[CH:13]=[CH:14][C:8]=3[C:7]=2[CH:27]=1.[CH:30]([NH2:33])([CH3:32])[CH3:31]. Product: [CH:30]([NH:33][C:2]([C:3]1[CH:4]=[CH:5][C:6]2[O:10][C:9]3[CH:11]=[C:12]([S:15]([NH:18][C@@H:19]([CH:24]([CH3:25])[CH3:26])[C:20]([O:22][CH3:23])=[O:21])(=[O:17])=[O:16])[CH:13]=[CH:14][C:8]=3[C:7]=2[CH:27]=1)=[NH:1])([CH3:32])[CH3:31]. The catalyst class is: 1. (8) The catalyst class is: 6. Product: [NH2:1][C:2]1[C:11]([CH3:12])=[CH:10][C:9]([C:15]#[N:16])=[CH:8][C:3]=1[C:4]([O:6][CH3:7])=[O:5]. Reactant: [NH2:1][C:2]1[C:11]([CH3:12])=[CH:10][C:9](Br)=[CH:8][C:3]=1[C:4]([O:6][CH3:7])=[O:5].[Cu][C:15]#[N:16].CN1CCCC1=O.